Dataset: Catalyst prediction with 721,799 reactions and 888 catalyst types from USPTO. Task: Predict which catalyst facilitates the given reaction. (1) Reactant: [S:1]1[C:5]2[CH:6]=[CH:7][CH:8]=[CH:9][C:4]=2[N:3]=[C:2]1[CH2:10][O:11][N:12]1[C:21]2[C:16](=[CH:17][CH:18]=[CH:19][CH:20]=2)[C:15]([OH:22])=[C:14]([C:23]([NH:25][CH2:26][C:27]([O:29]C(C)(C)C)=[O:28])=[O:24])[C:13]1=[O:34].C(O)(C(F)(F)F)=O. Product: [S:1]1[C:5]2[CH:6]=[CH:7][CH:8]=[CH:9][C:4]=2[N:3]=[C:2]1[CH2:10][O:11][N:12]1[C:21]2[C:16](=[CH:17][CH:18]=[CH:19][CH:20]=2)[C:15]([OH:22])=[C:14]([C:23]([NH:25][CH2:26][C:27]([OH:29])=[O:28])=[O:24])[C:13]1=[O:34]. The catalyst class is: 2. (2) Reactant: [S-:1][C:2]#[N:3].[K+].[NH2:5][C:6]1[CH:7]=[CH:8][C:9]([O:12][C:13]2[C:14]([Cl:27])=[CH:15][C:16]([F:26])=[C:17]([NH:19][C:20](=[O:25])[C:21]([F:24])([F:23])[F:22])[CH:18]=2)=[N:10][CH:11]=1.BrBr. Product: [NH2:3][C:2]1[S:1][C:11]2[C:6]([N:5]=1)=[CH:7][CH:8]=[C:9]([O:12][C:13]1[C:14]([Cl:27])=[CH:15][C:16]([F:26])=[C:17]([NH:19][C:20](=[O:25])[C:21]([F:22])([F:23])[F:24])[CH:18]=1)[N:10]=2. The catalyst class is: 15.